This data is from Cav3 T-type calcium channel HTS with 100,875 compounds. The task is: Binary Classification. Given a drug SMILES string, predict its activity (active/inactive) in a high-throughput screening assay against a specified biological target. The molecule is S1(=O)(=O)N(CCC(c2c1cccc2)=C)C(C)C(OC)=O. The result is 0 (inactive).